Dataset: Full USPTO retrosynthesis dataset with 1.9M reactions from patents (1976-2016). Task: Predict the reactants needed to synthesize the given product. (1) Given the product [Cl:25][C:24]1[C:16]([CH3:15])=[C:17]2[C:21](=[CH:22][CH:23]=1)[NH:20][C:19](=[O:26])[C:18]2=[CH:9][C:8]1[CH:11]=[C:4]([CH:1]([CH3:3])[CH3:2])[C:5]([O:13][CH3:14])=[CH:6][C:7]=1[CH3:12], predict the reactants needed to synthesize it. The reactants are: [CH:1]([C:4]1[C:5]([O:13][CH3:14])=[CH:6][C:7]([CH3:12])=[C:8]([CH:11]=1)[CH:9]=O)([CH3:3])[CH3:2].[CH3:15][C:16]1[C:24]([Cl:25])=[CH:23][CH:22]=[C:21]2[C:17]=1[CH2:18][C:19](=[O:26])[NH:20]2. (2) Given the product [C:11]([C:15]([CH2:17][N:18]1[CH2:29][CH2:28][N:27]([C:9](=[O:10])[NH:8][CH2:1][C:2]2[CH:7]=[CH:6][CH:5]=[CH:4][CH:3]=2)[CH2:26][CH2:25][N:24]([CH2:30][C:31]([C:33]([CH3:35])([CH3:34])[CH3:36])=[O:32])[CH2:23][CH2:22][N:21]([CH2:37][C:38]([C:40]([CH3:43])([CH3:42])[CH3:41])=[O:39])[CH2:20][CH2:19]1)=[O:16])([CH3:14])([CH3:12])[CH3:13], predict the reactants needed to synthesize it. The reactants are: [CH2:1]([N:8]=[C:9]=[O:10])[C:2]1[CH:7]=[CH:6][CH:5]=[CH:4][CH:3]=1.[C:11]([C:15]([CH2:17][N:18]1[CH2:29][CH2:28][NH:27][CH2:26][CH2:25][N:24]([CH2:30][C:31]([C:33]([CH3:36])([CH3:35])[CH3:34])=[O:32])[CH2:23][CH2:22][N:21]([CH2:37][C:38]([C:40]([CH3:43])([CH3:42])[CH3:41])=[O:39])[CH2:20][CH2:19]1)=[O:16])([CH3:14])([CH3:13])[CH3:12].C(N(CC)CC)C. (3) Given the product [Cl:9][C:6]1[CH:5]=[CH:4][N:3]=[C:2]([CH3:10])[C:7]=1[NH2:8], predict the reactants needed to synthesize it. The reactants are: Br[C:2]1[C:7]([NH2:8])=[C:6]([Cl:9])[CH:5]=[CH:4][N:3]=1.[CH3:10]B1OB(C)OB(C)O1.C([O-])([O-])=O.[K+].[K+].O1CCOCC1. (4) Given the product [NH2:7][CH2:8][C:9]1[CH:14]=[C:13]([CH:15]=[CH2:16])[C:12]([NH:17][S:18]([CH3:21])(=[O:20])=[O:19])=[C:11]([F:22])[CH:10]=1, predict the reactants needed to synthesize it. The reactants are: C(OC(=O)[NH:7][CH2:8][C:9]1[CH:14]=[C:13]([CH:15]=[CH2:16])[C:12]([NH:17][S:18]([CH3:21])(=[O:20])=[O:19])=[C:11]([F:22])[CH:10]=1)(C)(C)C.FC(F)(F)C(O)=O. (5) Given the product [O:7]=[C:4]1[O:5][N:3]=[C:33]([C:28]2[CH:29]=[CH:30][CH:31]=[CH:32][C:27]=2[C:24]2[CH:23]=[CH:22][C:21]([CH2:20][C:19]3[C:14](=[O:13])[N:15]([CH2:41][CH2:42][CH3:43])[C:16]4[N:17]([N:38]=[CH:39][N:40]=4)[C:18]=3[CH2:35][CH2:36][CH3:37])=[CH:26][CH:25]=2)[NH:34]1, predict the reactants needed to synthesize it. The reactants are: [Cl-].O[NH3+:3].[C:4](=[O:7])([O-])[OH:5].[Na+].CS(C)=O.[O:13]=[C:14]1[C:19]([CH2:20][C:21]2[CH:26]=[CH:25][C:24]([C:27]3[C:28]([C:33]#[N:34])=[CH:29][CH:30]=[CH:31][CH:32]=3)=[CH:23][CH:22]=2)=[C:18]([CH2:35][CH2:36][CH3:37])[N:17]2[N:38]=[CH:39][N:40]=[C:16]2[N:15]1[CH2:41][CH2:42][CH3:43]. (6) Given the product [P:6]([O:13][CH2:14][C:15]1[CH:16]=[CH:17][C:18]([C:19]([O:21][C:22]2[C:26]([O:27][C:28](=[O:49])[C:29]3[CH:30]=[CH:31][C:32]([CH2:35][O:36][P:37]([OH:44])([OH:39])=[O:38])=[CH:33][CH:34]=3)=[C:25]([C:50]([O:52][CH2:53][CH3:54])=[O:51])[N:24]([C:55]3[CH:56]=[CH:57][C:58]([O:61][CH3:62])=[CH:59][CH:60]=3)[C:23]=2[C:63](=[O:67])[N:64]([CH3:65])[CH3:66])=[O:20])=[CH:68][CH:69]=1)([OH:8])([OH:7])=[O:5], predict the reactants needed to synthesize it. The reactants are: C([O:5][P:6]([O:13][CH2:14][C:15]1[CH:69]=[CH:68][C:18]([C:19]([O:21][C:22]2[C:26]([O:27][C:28](=[O:49])[C:29]3[CH:34]=[CH:33][C:32]([CH2:35][O:36][P:37]([O:44]C(C)(C)C)([O:39]C(C)(C)C)=[O:38])=[CH:31][CH:30]=3)=[C:25]([C:50]([O:52][CH2:53][CH3:54])=[O:51])[N:24]([C:55]3[CH:60]=[CH:59][C:58]([O:61][CH3:62])=[CH:57][CH:56]=3)[C:23]=2[C:63](=[O:67])[N:64]([CH3:66])[CH3:65])=[O:20])=[CH:17][CH:16]=1)([O:8]C(C)(C)C)=[O:7])(C)(C)C.FC(F)(F)C(O)=O. (7) Given the product [CH3:19][O:18][C:16](=[O:17])[C@@H:8]([CH2:7][CH:1]1[CH2:6][CH2:5][CH2:4][CH2:3][CH2:2]1)[CH2:9][CH2:10][NH:24][C@@H:25]1[C@@H:26]([O:40][CH3:41])[CH2:27][C:28]2[C:33](=[CH:32][C:31]([OH:39])=[CH:30][CH:29]=2)[C:34]1([CH2:37][CH3:38])[CH2:35][CH3:36], predict the reactants needed to synthesize it. The reactants are: [CH:1]1([CH2:7][CH:8]([C:16]([O:18][CH3:19])=[O:17])[CH2:9][C@@H:10](O)S([O-])(=O)=O)[CH2:6][CH2:5][CH2:4][CH2:3][CH2:2]1.[Na+].[OH-].[Na+].Cl.[NH2:24][C@H:25]1[C:34]([CH2:37][CH3:38])([CH2:35][CH3:36])[C:33]2[CH:32]=[C:31]([OH:39])[CH:30]=[CH:29][C:28]=2[CH2:27][C@@H:26]1[O:40][CH3:41].C(O[BH-](OC(=O)C)OC(=O)C)(=O)C.[Na+]. (8) Given the product [F:35][C:32]1[CH:33]=[CH:34][C:29]([C:3]2[O:4][C:5]3=[N:6][CH:7]=[C:8]([C:11]4[CH:12]=[C:13]([CH:26]=[CH:27][CH:28]=4)[C:14]([NH:16][C:17]([C:20]4[CH:21]=[CH:22][CH:23]=[CH:24][CH:25]=4)([CH3:19])[CH3:18])=[O:15])[CH:9]=[C:10]3[C:2]=2[CH3:36])=[CH:30][CH:31]=1, predict the reactants needed to synthesize it. The reactants are: Br[C:2]1[C:10]2[C:5](=[N:6][CH:7]=[C:8]([C:11]3[CH:12]=[C:13]([CH:26]=[CH:27][CH:28]=3)[C:14]([NH:16][C:17]([C:20]3[CH:25]=[CH:24][CH:23]=[CH:22][CH:21]=3)([CH3:19])[CH3:18])=[O:15])[CH:9]=2)[O:4][C:3]=1[C:29]1[CH:34]=[CH:33][C:32]([F:35])=[CH:31][CH:30]=1.[CH3:36]B1OB(C)OB(C)O1.C([O-])([O-])=O.[Na+].[Na+].